Dataset: Forward reaction prediction with 1.9M reactions from USPTO patents (1976-2016). Task: Predict the product of the given reaction. The product is: [OH:23][C:22]([C:19]1([CH3:18])[CH2:21][CH2:20]1)=[CH:16][C:15](=[O:17])[CH:14]=[CH:13][O:12][CH3:11]. Given the reactants [Li+].C[Si]([N-][Si](C)(C)C)(C)C.[CH3:11][O:12][CH:13]=[CH:14][C:15](=[O:17])[CH3:16].[CH3:18][C:19]1([C:22](Cl)=[O:23])[CH2:21][CH2:20]1, predict the reaction product.